From a dataset of Choline transporter screen with 302,306 compounds. Binary Classification. Given a drug SMILES string, predict its activity (active/inactive) in a high-throughput screening assay against a specified biological target. (1) The drug is S(=O)(=O)(N(c1ccc(OC)cc1)C)c1cc(C(=O)NC2C(CCCC2)C)ccc1. The result is 1 (active). (2) The drug is O(C(=O)c1cc([N+]([O-])=O)c(NNC(=O)C)cc1)CC. The result is 0 (inactive). (3) The molecule is Brc1oc(C(=O)NCc2nc3n(c2)cccc3C)cc1. The result is 0 (inactive). (4) The compound is Brc1n2c(nc1CN(CCOC)CCOC)nccc2. The result is 0 (inactive). (5) The molecule is O=C1N(Cc2c(n(nc2C)C(=O)N(CC)CC)C)C(=O)c2c1cccc2. The result is 0 (inactive). (6) The molecule is O=C1N(C(\C(C1=O)=C(/O)c1ccccc1)c1c([N+]([O-])=O)cccc1)c1ccc(OCC)cc1. The result is 0 (inactive). (7) The molecule is S(=O)(=O)(N1CC(CCC1)C(=O)NCc1ccc(OC)cc1)c1c(OC)ccc(c1)C. The result is 0 (inactive).